This data is from CYP2D6 inhibition data for predicting drug metabolism from PubChem BioAssay. The task is: Regression/Classification. Given a drug SMILES string, predict its absorption, distribution, metabolism, or excretion properties. Task type varies by dataset: regression for continuous measurements (e.g., permeability, clearance, half-life) or binary classification for categorical outcomes (e.g., BBB penetration, CYP inhibition). Dataset: cyp2d6_veith. The molecule is O=c1nc(N2CCCCCC2)nc(N2CCCCCC2)[nH]1. The result is 0 (non-inhibitor).